Dataset: Experimentally validated miRNA-target interactions with 360,000+ pairs, plus equal number of negative samples. Task: Binary Classification. Given a miRNA mature sequence and a target amino acid sequence, predict their likelihood of interaction. (1) The miRNA is hsa-miR-548c-5p with sequence AAAAGUAAUUGCGGUUUUUGCC. The protein sequence of the target gene is METPSQRRATRSGAQASSTPLSPTRITRLQEKEDLQELNDRLAVYIDRVRSLETENAGLRLRITESEEVVSREVSGIKAAYEAELGDARKTLDSVAKERARLQLELSKVREEFKELKARNTKKEGDLLAAQARLKDLEALLNSKEAALSTALSEKRTLEGELHDLRGQVAKLEAALGEAKKQLQDEMLRRVDAENRLQTLKEELDFQKNIYSEELRETKRRHETRLVEIDNGKQREFESRLADALQELRAQHEDQVEQYKKELEKTYSAKLDNARQSAERNSNLVGAAHEELQQSRIRID.... Result: 0 (no interaction). (2) The miRNA is hsa-miR-601 with sequence UGGUCUAGGAUUGUUGGAGGAG. The protein sequence of the target gene is MNPASDGGTSESIFDLDYASWGIRSTLMVAGFVFYLGVFVVCHQLSSSLNATYRSLVAREKVFWDLAATRAVFGVQSTAAGLWALLGDPVLHADKARGQQNWCWFHITTATGFFCFENVAVHLSNLIFRTFDLFLVIHHLFAFLGFLGCLVNLQAGHYLAMTTLLLEMSTPFTCVSWMLLKAGWSESLFWKLNQWLMIHMFHCRMVLTYHMWWVCFWHWDGLVSSLYLPHLTLFLVGLALLTLIINPYWTHKKTQQLLNPVDWNFAQPEAKSRPEGNGQLLRKKRP. Result: 1 (interaction). (3) The miRNA is hsa-miR-548e-3p with sequence AAAAACUGAGACUACUUUUGCA. The protein sequence of the target gene is MSSLIRRVISTAKAPGAIGPYSQAVLVDRTIYISGQIGMDPSSGQLVSGGVAEEAKQALKNMGEILKAAGCDFTNVVKTTVLLADINDFNTVNEIYKQYFKSNFPARAAYQVAALPKGSRIEIEAVAIQGPLTTASL. Result: 0 (no interaction). (4) The miRNA is hsa-miR-4688 with sequence UAGGGGCAGCAGAGGACCUGGG. The protein sequence of the target gene is MKSKKGLVAASGSDSEDEDSMDSPLDLSSSAASGKRRRRGNLPKESVQILRDWLYEHRYNAYPSEQEKALLSQQTHLSTLQVCNWFINARRRLLPDMLRKDGKDPNQFTISRRGAKISEASSIEAAMGIKNFMPTLEESPFHSCVVGPNPTLGRPVSPKPPSPGSILARPSVICHTTVTALKDGPFSLCQPIGVGQSTDVPQIAPSNFTDTSLVYPEDTCKSGPSPNPQSGLFNTPPPTPPDLNQDFSGFQLLVDVALKRAAEMELQAKLTA. Result: 0 (no interaction). (5) The miRNA is hsa-miR-6856-5p with sequence AAGAGAGGAGCAGUGGUGCUGUGG. The protein sequence of the target gene is MKPIQKLLAGLILLTWCVEGCSSQHWSYGLRPGGKRDAENLIDSFQEIVKEVGQLAETQRFECTTHQPRSPLRDLKGALESLIEEETGQKKI. Result: 0 (no interaction). (6) The miRNA is mmu-miR-466f-3p with sequence CAUACACACACACAUACACAC. Result: 1 (interaction). The protein sequence of the target gene is MPQLNGGGGDDLGANDELISFKDEGEQEEKNSENSSAERDLADVKSSLVNESETNQDSSSDSEAERRPPPRSESFRDKSRESLEEAAKRQDGGLFKGPPYPGYPFIMIPDLTSPYLPNGSLSPTARTYLQMKWPLLDVQAGSLQSRQTLKDARSPSPAHIVSNKVPVVQHPHHVHPLTPLITYSNEHFTPGNPPPHLPADVDPKTGIPRPPHPPDISPYYPLSPGTVGQIPHPLGWLVPQQGQPVYPITTGGFRHPYPTALTVNASMSRFPPHMVPPHHTLHTTGIPHPAIVTPTVKQES.... (7) The miRNA is hsa-miR-5706 with sequence UUCUGGAUAACAUGCUGAAGCU. The protein sequence of the target gene is MSQQDAVAALSERLLVAAYKGQTENVVQLINKGARVAVTKHGRTPLHLAANKGHLPVVQILLKAGCDLDVQDDGDQTALHRATVVGNTEIIAALIHEGCALDRQDKDGNTALHEASWHGFSQSAKLLIKAGANVLAKNKAGNTALHLACQNSHSQSTRVLLLAGSRADLKNNAGDTCLHVAARYNHLSIIRLLLTAFCSVHEKNQAGDTALHVAAALNHKKVAKILLEAGADTTIVNNAGQTPLETARYHNNPEVALLLTKAPQVLRFSRGRSLRKKRERLKEERRAQSVPRDEVAQSKG.... Result: 0 (no interaction). (8) The miRNA is hsa-miR-6882-5p with sequence UACAAGUCAGGAGCUGAAGCAG. The protein sequence of the target gene is MAVVGVSSVSRLLGRSRPQLGRPMSSGAHGEEGSARMWKTLTFFVALPGVAVSMLNVYLKSHHGEHERPEFIAYPHLRIRTKPFPWGDGNHTLFHNPHVNPLPTGYEDE. Result: 1 (interaction). (9) The miRNA is mmu-miR-511-5p with sequence AUGCCUUUUGCUCUGCACUCA. The protein sequence of the target gene is MEAQSYCAKLLGELNEQRKRDFFCDCSIIVEGRIFKAHRNILFANSGYFRALLLHYIQDSGRHSTASLDIVTSDAFSTILDFLYSGKLDLCGENVIEVMSAASYLQMNEVVNFCKTYIRSSLDICRKMEKEAAVAAAMAAAAAAAAAAAHQIDSESPSSGLEGTSCGTKSFVSSPVDGEGSLDCTISSCDDCHPLELVAKDSQGSGVSDNDLCVVPRRVEPKVEFDVARVEVEADEQLQQYAAPLAHMEEGLPSNQALDLTYSSYHVKQFLEALLRNGAVQSKDDLDCHSSRGLEGRLEG.... Result: 1 (interaction).